From a dataset of Acute oral toxicity (LD50) regression data from Zhu et al.. Regression/Classification. Given a drug SMILES string, predict its toxicity properties. Task type varies by dataset: regression for continuous values (e.g., LD50, hERG inhibition percentage) or binary classification for toxic/non-toxic outcomes (e.g., AMES mutagenicity, cardiotoxicity, hepatotoxicity). Dataset: ld50_zhu. (1) The compound is FC(F)(F)C(Cl)(Cl)C(Cl)(Cl)C(F)(F)F. The rat oral LD50 is 2.58, given as -log10 of the dose in mol/kg body weight (higher means more acutely toxic). (2) The compound is NC(=S)Nc1ccc(Cl)cc1. The rat oral LD50 is 4.09, given as -log10 of the dose in mol/kg body weight (higher means more acutely toxic). (3) The compound is CC(C)NC(=N)NC(C)C. The rat oral LD50 is 1.70, given as -log10 of the dose in mol/kg body weight (higher means more acutely toxic). (4) The drug is Clc1cccc(Sc2ccccc2)c1. The rat oral LD50 is 2.22, given as -log10 of the dose in mol/kg body weight (higher means more acutely toxic). (5) The compound is O=C(CCCCC(=O)OCC1CC=CCC1)OCC1CC=CCC1. The rat oral LD50 is 1.95, given as -log10 of the dose in mol/kg body weight (higher means more acutely toxic).